Dataset: Forward reaction prediction with 1.9M reactions from USPTO patents (1976-2016). Task: Predict the product of the given reaction. Given the reactants [O:1]([CH2:8][C:9]([OH:11])=O)[C:2]1[CH:7]=[CH:6][CH:5]=[CH:4][CH:3]=1.S(Cl)(Cl)=O.[Cl:16][C:17]1[CH:22]=[C:21]([NH:23][C:24]2[CH:29]=[CH:28][CH:27]=[CH:26][C:25]=2[NH2:30])[CH:20]=[CH:19][C:18]=1[C:31]([C:33]1[CH:38]=[CH:37][CH:36]=[CH:35][C:34]=1[CH3:39])=[O:32].C(N(CC)CC)C.C([O-])(O)=O.[Na+], predict the reaction product. The product is: [Cl:16][C:17]1[CH:22]=[C:21]([NH:23][C:24]2[CH:29]=[CH:28][CH:27]=[CH:26][C:25]=2[NH:30][C:9](=[O:11])[CH2:8][O:1][C:2]2[CH:3]=[CH:4][CH:5]=[CH:6][CH:7]=2)[CH:20]=[CH:19][C:18]=1[C:31](=[O:32])[C:33]1[CH:38]=[CH:37][CH:36]=[CH:35][C:34]=1[CH3:39].